This data is from Reaction yield outcomes from USPTO patents with 853,638 reactions. The task is: Predict the reaction yield, written as a fraction of the theoretical maximum amount of product (1.0 means a 100% yield; for example, 0.34 means a 34% yield). (1) The reactants are C[Si](Cl)(C)C.Br[CH2:7][C:8]([O:10][CH2:11][CH3:12])=[O:9].[F:13][C:14]1[CH:21]=[C:20]([O:22][CH:23]2[CH2:28][CH2:27][CH2:26][CH2:25][O:24]2)[CH:19]=[C:18]([B:29]2[O:33][C:32](C)(C)C(C)(C)[O:30]2)[C:15]=1C=O. The catalyst is C1COCC1.[Zn]. The product is [CH2:11]([O:10][C:8](=[O:9])[CH2:7][CH:32]1[O:33][B:29]([OH:30])[C:18]2[CH:19]=[C:20]([O:22][CH:23]3[CH2:28][CH2:27][CH2:26][CH2:25][O:24]3)[CH:21]=[C:14]([F:13])[C:15]1=2)[CH3:12]. The yield is 0.879. (2) The reactants are [CH:1]([N:4]1[C:9]2=[N:10][C:11](S(C)=O)=[N:12][CH:13]=[C:8]2[CH2:7][NH:6][C:5]1=[O:17])([CH3:3])[CH3:2].[NH2:18][C:19]1[CH:24]=[CH:23][C:22]([N:25]2[CH2:30][CH2:29][N:28]([CH3:31])[CH2:27][CH2:26]2)=[CH:21][CH:20]=1.FC(F)(F)C(O)=O. The catalyst is C(#N)C. The product is [CH:1]([N:4]1[C:9]2=[N:10][C:11]([NH:18][C:19]3[CH:20]=[CH:21][C:22]([N:25]4[CH2:26][CH2:27][N:28]([CH3:31])[CH2:29][CH2:30]4)=[CH:23][CH:24]=3)=[N:12][CH:13]=[C:8]2[CH2:7][NH:6][C:5]1=[O:17])([CH3:3])[CH3:2]. The yield is 0.780.